This data is from Full USPTO retrosynthesis dataset with 1.9M reactions from patents (1976-2016). The task is: Predict the reactants needed to synthesize the given product. (1) Given the product [Br:1][C:2]1[CH:10]=[CH:9][C:5]([C:6]([N:29]2[CH2:30][CH2:31][N:26]([C:23]3[C:22]([CH3:32])=[CH:21][C:20]([CH2:18][CH3:19])=[CH:25][N:24]=3)[CH2:27][CH2:28]2)=[O:8])=[C:4]([N:11]2[CH2:15][CH2:14][CH2:13][S:12]2(=[O:17])=[O:16])[CH:3]=1, predict the reactants needed to synthesize it. The reactants are: [Br:1][C:2]1[CH:10]=[CH:9][C:5]([C:6]([OH:8])=O)=[C:4]([N:11]2[CH2:15][CH2:14][CH2:13][S:12]2(=[O:17])=[O:16])[CH:3]=1.[CH2:18]([C:20]1[CH:21]=[C:22]([CH3:32])[C:23]([N:26]2[CH2:31][CH2:30][NH:29][CH2:28][CH2:27]2)=[N:24][CH:25]=1)[CH3:19]. (2) Given the product [Cl:1][C:2]1[N:3]=[C:4]([NH:14][CH3:13])[CH:5]=[CH:6][C:7]=1[O:8][CH2:9][O:10][CH3:11], predict the reactants needed to synthesize it. The reactants are: [Cl:1][C:2]1[C:7]([O:8][CH2:9][O:10][CH3:11])=[CH:6][CH:5]=[C:4](I)[N:3]=1.[CH3:13][NH2:14]. (3) Given the product [CH3:50][NH:51][C:9](=[O:8])[C:10]1[CH:15]=[CH:14][CH:13]=[C:12]([NH:16][C:17]([N:19]([C:35]2[CH:40]=[CH:39][C:38]([C:41]([CH3:44])([CH3:42])[CH3:43])=[CH:37][CH:36]=2)[CH2:20][C:21]2[CH:26]=[CH:25][C:24]([C:27](=[O:34])[NH:28][C:29]3[N:30]=[N:31][NH:32][N:33]=3)=[CH:23][CH:22]=2)=[O:18])[CH:11]=1, predict the reactants needed to synthesize it. The reactants are: FC1C([O:8][C:9](=O)[C:10]2[CH:15]=[CH:14][CH:13]=[C:12]([NH:16][C:17]([N:19]([C:35]3[CH:40]=[CH:39][C:38]([C:41]([CH3:44])([CH3:43])[CH3:42])=[CH:37][CH:36]=3)[CH2:20][C:21]3[CH:26]=[CH:25][C:24]([C:27](=[O:34])[NH:28][C:29]4[N:30]=[N:31][NH:32][N:33]=4)=[CH:23][CH:22]=3)=[O:18])[CH:11]=2)=C(F)C(F)=C(F)C=1F.[CH3:50][NH2:51].